From a dataset of Peptide-MHC class I binding affinity with 185,985 pairs from IEDB/IMGT. Regression. Given a peptide amino acid sequence and an MHC pseudo amino acid sequence, predict their binding affinity value. This is MHC class I binding data. (1) The peptide sequence is VTEPGTAQY. The MHC is SLA-20401 with pseudo-sequence SLA-20401. The binding affinity (normalized) is 0.231. (2) The peptide sequence is KRQQELLRLT. The MHC is Mamu-B08 with pseudo-sequence Mamu-B08. The binding affinity (normalized) is 1.00. (3) The peptide sequence is SLLHESTLK. The MHC is HLA-B27:03 with pseudo-sequence HLA-B27:03. The binding affinity (normalized) is 0.0847. (4) The peptide sequence is YRSDIVGTY. The MHC is HLA-A03:01 with pseudo-sequence HLA-A03:01. The binding affinity (normalized) is 0.0847.